From a dataset of Forward reaction prediction with 1.9M reactions from USPTO patents (1976-2016). Predict the product of the given reaction. The product is: [OH:1][C:2]1([C:9]2[S:10][C:11]([CH3:14])=[CH:12][N:13]=2)[CH2:7][CH2:6][CH:5]([N:15]2[CH2:18][CH:17]([NH:19][C:20]([CH2:22][NH:23][C:24](=[O:35])[C:25]3[CH:30]=[CH:29][CH:28]=[C:27]([C:31]([F:34])([F:32])[F:33])[CH:26]=3)=[O:21])[CH2:16]2)[CH2:4][CH2:3]1. Given the reactants [OH:1][C:2]1([C:9]2[S:10][C:11]([CH3:14])=[CH:12][N:13]=2)[CH2:7][CH2:6][C:5](=O)[CH2:4][CH2:3]1.[NH:15]1[CH2:18][CH:17]([NH:19][C:20]([CH2:22][NH:23][C:24](=[O:35])[C:25]2[CH:30]=[CH:29][CH:28]=[C:27]([C:31]([F:34])([F:33])[F:32])[CH:26]=2)=[O:21])[CH2:16]1, predict the reaction product.